From a dataset of Reaction yield outcomes from USPTO patents with 853,638 reactions. Predict the reaction yield, written as a fraction of the theoretical maximum amount of product (1.0 means a 100% yield; for example, 0.34 means a 34% yield). (1) The reactants are [CH3:1][O:2][C:3](=[O:30])[CH:4]([N:8]([CH2:27][CH:28]=[CH2:29])[S:9]([C:12]1[CH:17]=[CH:16][C:15]([O:18][CH2:19][C:20]2[CH:25]=[CH:24][C:23]([F:26])=[CH:22][CH:21]=2)=[CH:14][CH:13]=1)(=O)=O)[CH:5]([OH:7])[CH3:6].C(=O)(O)[O-:32].[Na+].ClC1C=C(C=CC=1)C(OO)=O.C(OCC)C. The catalyst is ClCCl.C(OCC)(=O)C. The product is [CH3:1][O:2][C:3](=[O:30])[CH:4]([N:8]([S:9][C:12]1[CH:17]=[CH:16][C:15]([O:18][CH2:19][C:20]2[CH:25]=[CH:24][C:23]([F:26])=[CH:22][CH:21]=2)=[CH:14][CH:13]=1)[CH2:27][CH:28]1[CH2:29][O:32]1)[CH:5]([OH:7])[CH3:6]. The yield is 0.790. (2) The catalyst is O1CCCC1.O. The reactants are [OH:1][CH2:2][C@H:3]1[CH2:5][C@@H:4]1[C:6]([NH:8][C@@H:9]([C:11]1[CH:16]=[CH:15][C:14]([O:17][CH2:18][C:19]([F:22])([F:21])[F:20])=[CH:13][N:12]=1)[CH3:10])=[O:7].[C:23]1(O)[CH:28]=[CH:27][CH:26]=[CH:25][CH:24]=1.C1(P(C2C=CC=CC=2)C2C=CC=CC=2)C=CC=CC=1.N(C(OC(C)(C)C)=O)=NC(OC(C)(C)C)=O. The yield is 0.330. The product is [O:1]([CH2:2][C@H:3]1[CH2:5][C@@H:4]1[C:6]([NH:8][C@@H:9]([C:11]1[CH:16]=[CH:15][C:14]([O:17][CH2:18][C:19]([F:22])([F:20])[F:21])=[CH:13][N:12]=1)[CH3:10])=[O:7])[C:23]1[CH:28]=[CH:27][CH:26]=[CH:25][CH:24]=1. (3) The reactants are [CH2:1]([O:3][C:4]1[CH:9]=[CH:8][C:7]([C:10]2[O:14][N:13]=[C:12]([C:15]3[CH:23]=[CH:22][CH:21]=[C:20]4[C:16]=3[CH:17]=[CH:18][NH:19]4)[N:11]=2)=[CH:6][C:5]=1[O:24][CH3:25])[CH3:2].C(OC1C=C(C2ON=C(C3C=CC=C4C=3C=CN4)N=2)C=CC=1OCC)C. No catalyst specified. The product is [CH2:1]([O:3][C:4]1[CH:9]=[CH:8][C:7]([C:10]2[O:14][N:13]=[C:12]([C:15]3[CH:23]=[CH:22][CH:21]=[C:20]4[C:16]=3[CH2:17][CH2:18][NH:19]4)[N:11]=2)=[CH:6][C:5]=1[O:24][CH3:25])[CH3:2]. The yield is 1.00. (4) The reactants are [CH2:1]1[C:10]2[C:5](=[CH:6][CH:7]=[CH:8][CH:9]=2)[CH2:4][CH2:3][N:2]1[CH2:11][CH2:12][CH2:13][CH2:14][O:15][C:16]1[N:25]=[C:24]2[C:19]([CH:20]=[CH:21][C:22](=[O:26])[NH:23]2)=[CH:18][CH:17]=1.[CH2:27]1C2C(=CC=CC=2C#N)CC[NH:28]1. No catalyst specified. The product is [O:26]=[C:22]1[NH:23][C:24]2[N:25]=[C:16]([O:15][CH2:14][CH2:13][CH2:12][CH2:11][N:2]3[CH2:3][CH2:4][C:5]4[C:10](=[C:9]([C:27]#[N:28])[CH:8]=[CH:7][CH:6]=4)[CH2:1]3)[CH:17]=[CH:18][C:19]=2[CH:20]=[CH:21]1. The yield is 0.490.